From a dataset of Full USPTO retrosynthesis dataset with 1.9M reactions from patents (1976-2016). Predict the reactants needed to synthesize the given product. Given the product [F:1][C:2]([F:16])([F:17])[O:3][C:4]1[CH:5]=[CH:6][C:7]([CH:8]([CH:9]([C:12]#[N:13])[C:10]#[N:11])[CH:18]=[CH2:19])=[CH:14][CH:15]=1, predict the reactants needed to synthesize it. The reactants are: [F:1][C:2]([F:17])([F:16])[O:3][C:4]1[CH:15]=[CH:14][C:7]([CH:8]=[C:9]([C:12]#[N:13])[C:10]#[N:11])=[CH:6][CH:5]=1.[CH:18]([Mg]Br)=[CH2:19].